From a dataset of Peptide-MHC class II binding affinity with 134,281 pairs from IEDB. Regression. Given a peptide amino acid sequence and an MHC pseudo amino acid sequence, predict their binding affinity value. This is MHC class II binding data. (1) The peptide sequence is LSPISNMVSMANNHV. The MHC is DRB1_0802 with pseudo-sequence DRB1_0802. The binding affinity (normalized) is 0.0237. (2) The peptide sequence is EEFVSLASRFLVEED. The MHC is DRB1_0802 with pseudo-sequence DRB1_0802. The binding affinity (normalized) is 0.743. (3) The peptide sequence is AAHRARANESATILM. The MHC is HLA-DQA10501-DQB10303 with pseudo-sequence HLA-DQA10501-DQB10303. The binding affinity (normalized) is 0.381. (4) The peptide sequence is AAATAGTFVYGAFAA. The MHC is HLA-DQA10401-DQB10402 with pseudo-sequence HLA-DQA10401-DQB10402. The binding affinity (normalized) is 0.470.